The task is: Predict the reactants needed to synthesize the given product.. This data is from Full USPTO retrosynthesis dataset with 1.9M reactions from patents (1976-2016). Given the product [F:32][C:29]([F:30])([F:31])[C:26]1[CH:25]=[CH:24][C:23]([O:22][C:17]2[CH:18]=[CH:19][CH:20]=[CH:21][C:16]=2[NH:15][C:14]([CH:11]2[CH2:12][CH2:13][NH:8][CH2:9][CH2:10]2)=[O:33])=[CH:28][CH:27]=1, predict the reactants needed to synthesize it. The reactants are: C(OC([N:8]1[CH2:13][CH2:12][CH:11]([C:14](=[O:33])[NH:15][C:16]2[CH:21]=[CH:20][CH:19]=[CH:18][C:17]=2[O:22][C:23]2[CH:28]=[CH:27][C:26]([C:29]([F:32])([F:31])[F:30])=[CH:25][CH:24]=2)[CH2:10][CH2:9]1)=O)(C)(C)C.C(O)(C(F)(F)F)=O.C(=O)([O-])[O-].[K+].[K+].O.